Dataset: Forward reaction prediction with 1.9M reactions from USPTO patents (1976-2016). Task: Predict the product of the given reaction. (1) Given the reactants [Cl:1][C:2]1[CH:43]=[CH:42][C:5]2[N:6]([S:31]([C:34]3[CH:39]=[CH:38][C:37]([O:40][CH3:41])=[CH:36][CH:35]=3)(=[O:33])=[O:32])[C:7](=[O:30])[N:8]([CH:9]([C:24]3[CH:29]=[CH:28][CH:27]=[CH:26][CH:25]=3)[C:10](=[O:23])[N:11]3[CH2:16][CH2:15][N:14]([CH:17]4[CH2:22][CH2:21][NH:20][CH2:19][CH2:18]4)[CH2:13][CH2:12]3)[C:4]=2[CH:3]=1.[CH:44](=O)[CH2:45][CH3:46], predict the reaction product. The product is: [Cl:1][C:2]1[CH:43]=[CH:42][C:5]2[N:6]([S:31]([C:34]3[CH:35]=[CH:36][C:37]([O:40][CH3:41])=[CH:38][CH:39]=3)(=[O:33])=[O:32])[C:7](=[O:30])[N:8]([CH:9]([C:24]3[CH:25]=[CH:26][CH:27]=[CH:28][CH:29]=3)[C:10](=[O:23])[N:11]3[CH2:12][CH2:13][N:14]([CH:17]4[CH2:18][CH2:19][N:20]([CH2:44][CH2:45][CH3:46])[CH2:21][CH2:22]4)[CH2:15][CH2:16]3)[C:4]=2[CH:3]=1. (2) The product is: [CH3:1][O:2][C:3](=[O:20])[NH:4][CH:5]1[CH2:11][C:10]([CH3:13])([CH3:12])[C:9]2[CH:14]=[CH:15][C:16]([NH:18][C:22]3[N:27]=[C:26]([NH:28][C:29]4[C:30]([C:31](=[O:32])[NH:33][CH3:34])=[CH:35][CH:36]=[CH:37][C:38]=4[F:39])[C:25]([Cl:40])=[CH:24][N:23]=3)=[CH:17][C:8]=2[NH:7][C:6]1=[O:19]. Given the reactants [CH3:1][O:2][C:3](=[O:20])[NH:4][CH:5]1[CH2:11][C:10]([CH3:13])([CH3:12])[C:9]2[CH:14]=[CH:15][C:16]([NH2:18])=[CH:17][C:8]=2[NH:7][C:6]1=[O:19].Cl[C:22]1[N:27]=[C:26]([NH:28][C:29]2[C:38]([F:39])=[CH:37][CH:36]=[CH:35][C:30]=2[C:31]([NH:33][CH3:34])=[O:32])[C:25]([Cl:40])=[CH:24][N:23]=1, predict the reaction product. (3) Given the reactants [Br:1][CH2:2][CH2:3][CH2:4][C:5]([CH3:12])([CH3:11])[C:6](OCC)=[O:7].[Li+].[BH4-].CO, predict the reaction product. The product is: [Br:1][CH2:2][CH2:3][CH2:4][C:5]([CH3:12])([CH3:11])[CH2:6][OH:7]. (4) Given the reactants [NH:1]1[CH2:6][CH2:5][CH:4]([CH2:7][O:8][C:9]2[CH:18]=[CH:17][CH:16]=[C:15]3[C:10]=2[C:11]([NH2:20])=[N:12][C:13]([NH2:19])=[N:14]3)[CH2:3][CH2:2]1.[C:21]1([CH3:30])[C:22]([C:27](Cl)=[O:28])=[CH:23][CH:24]=[CH:25][CH:26]=1, predict the reaction product. The product is: [NH2:19][C:13]1[N:12]=[C:11]([NH2:20])[C:10]2[C:15](=[CH:16][CH:17]=[CH:18][C:9]=2[O:8][CH2:7][CH:4]2[CH2:5][CH2:6][N:1]([C:27]([C:22]3[CH:23]=[CH:24][CH:25]=[CH:26][C:21]=3[CH3:30])=[O:28])[CH2:2][CH2:3]2)[N:14]=1. (5) Given the reactants Cl[CH2:2][C:3]([C:5]1[CH:10]=[CH:9][C:8]([OH:11])=[C:7]([F:12])[CH:6]=1)=[O:4].[CH2:13]1[C:22]2[C:17](=[CH:18][CH:19]=[C:20]([C:23]3([OH:29])[CH2:28][CH2:27][NH:26][CH2:25][CH2:24]3)[CH:21]=2)[CH2:16][CH2:15][O:14]1, predict the reaction product. The product is: [CH2:13]1[C:22]2[C:17](=[CH:18][CH:19]=[C:20]([C:23]3([OH:29])[CH2:28][CH2:27][N:26]([CH2:2][C:3]([C:5]4[CH:10]=[CH:9][C:8]([OH:11])=[C:7]([F:12])[CH:6]=4)=[O:4])[CH2:25][CH2:24]3)[CH:21]=2)[CH2:16][CH2:15][O:14]1. (6) Given the reactants [OH:1][CH2:2][CH2:3][NH:4][C:5]1[N:6]=[C:7]([CH3:38])[C:8]2[C:13]([C:14]3[CH:19]=[CH:18][CH:17]=[CH:16][CH:15]=3)=[C:12]([C:20]3[CH:25]=[CH:24][C:23]([C:26]4([NH:30]C(=O)OC(C)(C)C)[CH2:29][CH2:28][CH2:27]4)=[CH:22][CH:21]=3)[O:11][C:9]=2[N:10]=1.[ClH:39].O1CCOCC1, predict the reaction product. The product is: [ClH:39].[NH2:30][C:26]1([C:23]2[CH:24]=[CH:25][C:20]([C:12]3[O:11][C:9]4[N:10]=[C:5]([NH:4][CH2:3][CH2:2][OH:1])[N:6]=[C:7]([CH3:38])[C:8]=4[C:13]=3[C:14]3[CH:15]=[CH:16][CH:17]=[CH:18][CH:19]=3)=[CH:21][CH:22]=2)[CH2:27][CH2:28][CH2:29]1. (7) Given the reactants C([O:4][C@@H:5]([CH3:31])[CH2:6][CH2:7][CH2:8][CH2:9][N:10]1[C:19](=[O:20])[C:18]2[N:17]([CH2:21][C:22]3[CH:27]=[CH:26][CH:25]=[CH:24][CH:23]=3)[C:16]([CH2:28][Cl:29])=[N:15][C:14]=2[N:13]([CH3:30])[C:11]1=[O:12])(=O)C.Cl, predict the reaction product. The product is: [OH:4][C@@H:5]([CH3:31])[CH2:6][CH2:7][CH2:8][CH2:9][N:10]1[C:19](=[O:20])[C:18]2[N:17]([CH2:21][C:22]3[CH:23]=[CH:24][CH:25]=[CH:26][CH:27]=3)[C:16]([CH2:28][Cl:29])=[N:15][C:14]=2[N:13]([CH3:30])[C:11]1=[O:12].